Dataset: Catalyst prediction with 721,799 reactions and 888 catalyst types from USPTO. Task: Predict which catalyst facilitates the given reaction. Reactant: [CH2:1]([N:8]1[C:16]2[C:11](=[CH:12][CH:13]=[CH:14][CH:15]=2)[C:10](I)=[N:9]1)[C:2]1[CH:7]=[CH:6][CH:5]=[CH:4][CH:3]=1.C[Sn](C)(C)[C:20]1[O:21][C:22]([C:25]([O:27][CH3:28])=[O:26])=[CH:23][CH:24]=1. Product: [CH2:1]([N:8]1[C:16]2[C:11](=[CH:12][CH:13]=[CH:14][CH:15]=2)[C:10]([C:20]2[O:21][C:22]([C:25]([O:27][CH3:28])=[O:26])=[CH:23][CH:24]=2)=[N:9]1)[C:2]1[CH:7]=[CH:6][CH:5]=[CH:4][CH:3]=1. The catalyst class is: 57.